This data is from Forward reaction prediction with 1.9M reactions from USPTO patents (1976-2016). The task is: Predict the product of the given reaction. (1) The product is: [NH2:10][CH:9]([CH2:14][C:15]1[CH:16]=[CH:17][C:18]([C:21]([F:24])([F:22])[F:23])=[CH:19][CH:20]=1)[CH:8]([C:4]1[CH:5]=[CH:6][CH:7]=[C:2]([F:1])[CH:3]=1)[OH:12]. Given the reactants [F:1][C:2]1[CH:3]=[C:4]([CH:8]2[O:12]C(=O)[NH:10][CH:9]2[CH2:14][C:15]2[CH:20]=[CH:19][C:18]([C:21]([F:24])([F:23])[F:22])=[CH:17][CH:16]=2)[CH:5]=[CH:6][CH:7]=1.[OH-].[Na+], predict the reaction product. (2) Given the reactants [N+:1]([C:4]1[CH:5]=[CH:6][C:7]2[O:18][CH:10]3[CH2:11][N:12]([C:15](=[O:17])[CH3:16])[CH2:13][CH2:14][CH:9]3[C:8]=2[CH:19]=1)([O-])=O, predict the reaction product. The product is: [NH2:1][C:4]1[CH:5]=[CH:6][C:7]2[O:18][CH:10]3[CH2:11][N:12]([C:15](=[O:17])[CH3:16])[CH2:13][CH2:14][CH:9]3[C:8]=2[CH:19]=1. (3) Given the reactants [BH4-].[Li+].[CH3:3][O:4][C:5]([N:7]([C:33]1[CH:38]=[CH:37][CH:36]=[CH:35][CH:34]=1)[NH:8][C:9]([C:11]1[C:20]2[C:15](=[CH:16][CH:17]=[CH:18][CH:19]=2)[N:14]=[C:13]([C:21]2[CH:26]=[CH:25][CH:24]=[CH:23][CH:22]=2)[C:12]=1[O:27][CH2:28][C:29](OC)=[O:30])=[O:10])=[O:6].[Cl-].[NH4+].CCOCC, predict the reaction product. The product is: [OH:30][CH2:29][CH2:28][O:27][C:12]1[C:13]([C:21]2[CH:26]=[CH:25][CH:24]=[CH:23][CH:22]=2)=[N:14][C:15]2[C:20]([C:11]=1[C:9]([NH:8][N:7]([C:33]1[CH:34]=[CH:35][CH:36]=[CH:37][CH:38]=1)[C:5]([O:4][CH3:3])=[O:6])=[O:10])=[CH:19][CH:18]=[CH:17][CH:16]=2. (4) Given the reactants [CH3:1][C:2]1([CH3:37])[C:6]2([CH2:11][CH2:10][C:9]([C:12]3[C:16]([CH2:17][N:18]([CH3:30])[CH2:19][CH2:20][N:21]([CH3:29])[C:22](=[O:28])[O:23][C:24]([CH3:27])([CH3:26])[CH3:25])=[CH:15][N:14]([CH:31]4[CH2:36][CH2:35][CH2:34][CH2:33][O:32]4)[N:13]=3)=[CH:8][CH2:7]2)[CH2:5][CH2:4][O:3]1.[H][H], predict the reaction product. The product is: [CH3:1][C:2]1([CH3:37])[C:6]2([CH2:7][CH2:8][CH:9]([C:12]3[C:16]([CH2:17][N:18]([CH3:30])[CH2:19][CH2:20][N:21]([CH3:29])[C:22](=[O:28])[O:23][C:24]([CH3:25])([CH3:26])[CH3:27])=[CH:15][N:14]([CH:31]4[CH2:36][CH2:35][CH2:34][CH2:33][O:32]4)[N:13]=3)[CH2:10][CH2:11]2)[CH2:5][CH2:4][O:3]1.